Dataset: Catalyst prediction with 721,799 reactions and 888 catalyst types from USPTO. Task: Predict which catalyst facilitates the given reaction. Reactant: [BH4-].[Li+].C([O:5][C:6](=O)[CH:7]([NH2:17])[CH:8]([C:13]([F:16])([F:15])[F:14])[C:9]([F:12])([F:11])[F:10])C.Cl. Product: [F:10][C:9]([F:11])([F:12])[CH:8]([C:13]([F:14])([F:15])[F:16])[CH:7]([NH2:17])[CH2:6][OH:5]. The catalyst class is: 1.